This data is from Experimentally validated miRNA-target interactions with 360,000+ pairs, plus equal number of negative samples. The task is: Binary Classification. Given a miRNA mature sequence and a target amino acid sequence, predict their likelihood of interaction. The miRNA is hsa-miR-548ad-3p with sequence GAAAACGACAAUGACUUUUGCA. The protein sequence of the target gene is MAKWGEGDPRWIVEERADATNVNNWHWTERDASNWSTDKLKTLFLAVQVQNEEGKCEVTEVSKLDGEASINNRKGKLIFFYEWSVKLNWTGTSKSGVQYKGHVEIPNLSDENSVDEVEISVSLAKDEPDTNLVALMKEEGVKLLREAMGIYISTLKTEFTQGMILPTMNGESVDPVGQPALKTEERKAKPAPSKTQARPVGVKIPTCKITLKETFLTSPEELYRVFTTQELVQAFTHAPATLEADRGGKFHMVDGNVSGEFTDLVPEKHIVMKWRFKSWPEGHFATITLTFIDKNGETEL.... Result: 0 (no interaction).